This data is from Forward reaction prediction with 1.9M reactions from USPTO patents (1976-2016). The task is: Predict the product of the given reaction. (1) Given the reactants [N:1]1[C:2]([CH:10]=O)=[CH:3][N:4]2[CH2:9][CH2:8][O:7][CH2:6][C:5]=12.[NH2:12][C:13]1[CH:18]=[CH:17][N:16]=[C:15]([O:19][CH3:20])[CH:14]=1, predict the reaction product. The product is: [N:1]1[C:2]([CH:10]=[N:12][C:13]2[CH:18]=[CH:17][N:16]=[C:15]([O:19][CH3:20])[CH:14]=2)=[CH:3][N:4]2[CH2:9][CH2:8][O:7][CH2:6][C:5]=12. (2) Given the reactants Br[C:2]1[N:7]=[C:6]([C:8]([NH:10][C:11]2[C:12]([C:17](=[O:19])[NH2:18])=[N:13][N:14]([CH3:16])[CH:15]=2)=[O:9])[CH:5]=[CH:4][CH:3]=1.[NH:20]1[CH:24]=[CH:23][CH:22]=[CH:21]1.C(=O)([O-])[O-].[K+].[K+], predict the reaction product. The product is: [C:17]([C:12]1[C:11]([NH:10][C:8](=[O:9])[C:6]2[CH:5]=[CH:4][CH:3]=[C:2]([N:20]3[CH:24]=[CH:23][CH:22]=[CH:21]3)[N:7]=2)=[CH:15][N:14]([CH3:16])[N:13]=1)(=[O:19])[NH2:18]. (3) The product is: [N:17]1([CH:15]([NH:9][C:7](=[O:8])[C:2]2[CH:3]=[CH:4][CH:5]=[CH:6][C:1]=2[CH3:10])[C:12]([CH3:13])([CH3:14])[CH3:11])[C:21]2[CH:22]=[CH:23][CH:24]=[CH:25][C:20]=2[N:19]=[N:18]1. Given the reactants [C:1]1([CH3:10])[C:2]([C:7]([NH2:9])=[O:8])=[CH:3][CH:4]=[CH:5][CH:6]=1.[CH3:11][C:12]([CH:15]=O)([CH3:14])[CH3:13].[NH:17]1[C:21]2[CH:22]=[CH:23][CH:24]=[CH:25][C:20]=2[N:19]=[N:18]1.C1(C)C=CC(S(O)(=O)=O)=CC=1, predict the reaction product. (4) Given the reactants [F:1][C:2]1([F:32])[CH2:6][NH:5][C@H:4]([CH2:7][N:8]2[C:12]3=[N:13][CH:14]=[N:15][C:16]([NH2:17])=[C:11]3[C:10]([C:18]3[CH:23]=[CH:22][C:21]([O:24][C:25]4[CH:30]=[CH:29][CH:28]=[CH:27][CH:26]=4)=[CH:20][C:19]=3[F:31])=[N:9]2)[CH2:3]1.[C:33]([CH2:35][C:36](O)=[O:37])#[N:34].CN(C(ON1N=NC2C=CC=NC1=2)=[N+](C)C)C.F[P-](F)(F)(F)(F)F, predict the reaction product. The product is: [NH2:17][C:16]1[N:15]=[CH:14][N:13]=[C:12]2[N:8]([CH2:7][C@@H:4]3[CH2:3][C:2]([F:1])([F:32])[CH2:6][N:5]3[C:36](=[O:37])[CH2:35][C:33]#[N:34])[N:9]=[C:10]([C:18]3[CH:23]=[CH:22][C:21]([O:24][C:25]4[CH:30]=[CH:29][CH:28]=[CH:27][CH:26]=4)=[CH:20][C:19]=3[F:31])[C:11]=12.